Predict which catalyst facilitates the given reaction. From a dataset of Catalyst prediction with 721,799 reactions and 888 catalyst types from USPTO. (1) Reactant: [CH3:1][O:2][C:3]1[CH:8]=[CH:7][C:6]([C:9]2[CH:16]3[CH:12]([CH2:13][CH2:14][CH2:15]3)[C:11](=[O:17])[CH:10]=2)=[CH:5][CH:4]=1.C1C(=O)N([Br:25])C(=O)C1. Product: [Br:25][C:10]1[C:11](=[O:17])[CH:12]2[CH:16]([C:9]=1[C:6]1[CH:5]=[CH:4][C:3]([O:2][CH3:1])=[CH:8][CH:7]=1)[CH2:15][CH2:14][CH2:13]2. The catalyst class is: 2. (2) Reactant: [Cl:1][C:2]1[CH:3]=[C:4]([NH:8][C:9]2[C:14]3[CH:15]=[CH:16][N:17]([CH3:18])[C:13]=3[C:12]([C:19]([OH:21])=O)=[CH:11][N:10]=2)[CH:5]=[CH:6][CH:7]=1.CN(C)CCCN=C=NCC.ON1C2C=CC=CC=2N=N1.C(N1CCOCC1)C.[NH:51]1[CH2:56][CH2:55][S:54][CH2:53][CH2:52]1. Product: [Cl:1][C:2]1[CH:3]=[C:4]([NH:8][C:9]2[C:14]3[CH:15]=[CH:16][N:17]([CH3:18])[C:13]=3[C:12]([C:19]([N:51]3[CH2:56][CH2:55][S:54][CH2:53][CH2:52]3)=[O:21])=[CH:11][N:10]=2)[CH:5]=[CH:6][CH:7]=1. The catalyst class is: 35.